Dataset: Reaction yield outcomes from USPTO patents with 853,638 reactions. Task: Predict the reaction yield, written as a fraction of the theoretical maximum amount of product (1.0 means a 100% yield; for example, 0.34 means a 34% yield). (1) The reactants are [F:1][C:2]1[CH:3]=[C:4]2[C:9](=[CH:10][CH:11]=1)[NH:8][C@@H:7]([CH3:12])[C@H:6]([CH3:13])[C@H:5]2[NH:14][C:15](=[O:24])[O:16][CH2:17][C:18]1[CH:23]=[CH:22][CH:21]=[CH:20][CH:19]=1.N1C=CC=CC=1.[C:31](Cl)(=[O:33])[CH3:32]. The catalyst is C(Cl)Cl. The product is [C:31]([N:8]1[C:9]2[C:4](=[CH:3][C:2]([F:1])=[CH:11][CH:10]=2)[C@H:5]([NH:14][C:15](=[O:24])[O:16][CH2:17][C:18]2[CH:23]=[CH:22][CH:21]=[CH:20][CH:19]=2)[C@@H:6]([CH3:13])[C@@H:7]1[CH3:12])(=[O:33])[CH3:32]. The yield is 0.950. (2) The reactants are [CH2:1]([Li])CCC.[Cl:6][C:7]1[CH:12]=[CH:11][C:10]([O:13][C:14]2[CH:21]=[CH:20][C:17]([CH:18]=O)=[CH:16][CH:15]=2)=[CH:9][C:8]=1[C:22]([F:25])([F:24])[F:23]. The catalyst is [Br-].C[P+](C1C=CC=CC=1)(C1C=CC=CC=1)C1C=CC=CC=1.O1CCCC1. The product is [Cl:6][C:7]1[CH:12]=[CH:11][C:10]([O:13][C:14]2[CH:21]=[CH:20][C:17]([CH:18]=[CH2:1])=[CH:16][CH:15]=2)=[CH:9][C:8]=1[C:22]([F:25])([F:24])[F:23]. The yield is 0.780. (3) The reactants are [C:1]([O:5][C:6]([N:8]1[CH2:12][CH2:11][C:10](=[O:13])[CH2:9]1)=[O:7])([CH3:4])([CH3:3])[CH3:2].[CH2:14]([O:16][C:17](=[O:26])[CH2:18][N:19]1[CH:23]=[C:22]([CH:24]=O)[CH:21]=[N:20]1)[CH3:15].N1CCCC1. The catalyst is C(O)C. The product is [C:1]([O:5][C:6]([N:8]1[CH2:12]/[C:11](=[CH:24]\[C:22]2[CH:21]=[N:20][N:19]([CH2:18][C:17]([O:16][CH2:14][CH3:15])=[O:26])[CH:23]=2)/[C:10](=[O:13])[CH2:9]1)=[O:7])([CH3:4])([CH3:2])[CH3:3]. The yield is 0.350. (4) The reactants are [Si:1]([O:8][CH2:9][C@@H:10]1[CH:15]=[C:14]([CH2:16][OH:17])[C:13](=[O:18])[CH2:12][N:11]1[C:19]([O:21][C:22]([CH3:25])([CH3:24])[CH3:23])=[O:20])([C:4]([CH3:7])([CH3:6])[CH3:5])([CH3:3])[CH3:2].[CH3:26]N(C)C1C2C(=CC=CC=2N(C)C)C=CC=1.F[B-](F)(F)F.C[O+](C)C. The catalyst is C(Cl)Cl. The product is [Si:1]([O:8][CH2:9][C@@H:10]1[CH:15]=[C:14]([CH2:16][O:17][CH3:26])[C:13](=[O:18])[CH2:12][N:11]1[C:19]([O:21][C:22]([CH3:25])([CH3:24])[CH3:23])=[O:20])([C:4]([CH3:7])([CH3:6])[CH3:5])([CH3:3])[CH3:2]. The yield is 0.930. (5) The reactants are [CH:1]([N:4]1[CH2:9][CH2:8][N:7]([C:10]([C:12]2[CH:13]=[C:14]3[C:18](=[CH:19][CH:20]=2)[NH:17][C:16]([C:21]([N:23]2[CH2:28][CH2:27][CH:26]([O:29][CH3:30])[CH2:25][CH2:24]2)=[O:22])=[CH:15]3)=[O:11])[CH2:6][CH2:5]1)([CH3:3])[CH3:2].[F:31][C:32]([F:43])([F:42])[C:33]1[CH:34]=[C:35](B(O)O)[CH:36]=[CH:37][CH:38]=1.N1C=CC=CC=1. The catalyst is ClCCl.C([O-])(=O)C.[Cu+2].C([O-])(=O)C. The product is [CH:1]([N:4]1[CH2:9][CH2:8][N:7]([C:10]([C:12]2[CH:13]=[C:14]3[C:18](=[CH:19][CH:20]=2)[N:17]([C:37]2[CH:36]=[CH:35][CH:34]=[C:33]([C:32]([F:43])([F:42])[F:31])[CH:38]=2)[C:16]([C:21]([N:23]2[CH2:28][CH2:27][CH:26]([O:29][CH3:30])[CH2:25][CH2:24]2)=[O:22])=[CH:15]3)=[O:11])[CH2:6][CH2:5]1)([CH3:3])[CH3:2]. The yield is 0.650. (6) The reactants are [CH2:1]([O:8][CH2:9][C:10]([CH2:12][O:13][CH2:14][C:15]1[CH:20]=[CH:19][CH:18]=[CH:17][CH:16]=1)=[O:11])[C:2]1[CH:7]=[CH:6][CH:5]=[CH:4][CH:3]=1.C(OCC)(OCC)[O:22][CH2:23][CH3:24].C(=O)([O-])O.[Na+]. The catalyst is C(O)CO.O.C1(C)C=CC(S(O)(=O)=O)=CC=1.C(OCC)(=O)C. The product is [CH2:1]([O:8][CH2:9][C:10]1([CH2:12][O:13][CH2:14][C:15]2[CH:16]=[CH:17][CH:18]=[CH:19][CH:20]=2)[O:22][CH2:23][CH2:24][O:11]1)[C:2]1[CH:3]=[CH:4][CH:5]=[CH:6][CH:7]=1. The yield is 0.816. (7) The catalyst is C1C=CC(/C=C/C(/C=C/C2C=CC=CC=2)=O)=CC=1.C1C=CC(/C=C/C(/C=C/C2C=CC=CC=2)=O)=CC=1.[Pd].C1(P(C2CCCCC2)C2C=CC=CC=2C2C(C(C)C)=CC(C(C)C)=CC=2C(C)C)CCCCC1.C1(C)C=CC=CC=1. The product is [CH2:25]([N:27]([CH2:28][CH3:29])[C:2]1[CH:3]=[C:4]([N:8]2[CH2:23][CH:11]3[CH2:12][N:13]([C:16]([O:18][C:19]([CH3:22])([CH3:21])[CH3:20])=[O:17])[CH2:14][CH2:15][N:10]3[C:9]2=[O:24])[CH:5]=[CH:6][CH:7]=1)[CH3:26]. The reactants are Br[C:2]1[CH:3]=[C:4]([N:8]2[CH2:23][CH:11]3[CH2:12][N:13]([C:16]([O:18][C:19]([CH3:22])([CH3:21])[CH3:20])=[O:17])[CH2:14][CH2:15][N:10]3[C:9]2=[O:24])[CH:5]=[CH:6][CH:7]=1.[CH2:25]([NH:27][CH2:28][CH3:29])[CH3:26].CC(C)([O-])C.[Na+]. The yield is 0.820. (8) The reactants are [NH2:1][C@@H:2]([C:24]1[CH:29]=[CH:28][C:27]([F:30])=[CH:26][CH:25]=1)[C:3]([NH:5][C@@H:6]1[C:12](=[O:13])[NH:11][C:10]2[CH:14]=[CH:15][CH:16]=[CH:17][C:9]=2[O:8][C@@H:7]1[C:18]1[CH:23]=[CH:22][CH:21]=[CH:20][CH:19]=1)=[O:4].[CH:31]1([CH2:37][C:38](O)=[O:39])[CH2:36][CH2:35][CH2:34][CH2:33][CH2:32]1.C1C=CC2N(O)N=NC=2C=1.CN1CCOCC1.CCN=C=NCCCN(C)C.Cl. The catalyst is C(Cl)Cl. The product is [CH:31]1([CH2:37][C:38]([NH:1][C@@H:2]([C:24]2[CH:25]=[CH:26][C:27]([F:30])=[CH:28][CH:29]=2)[C:3]([NH:5][C@@H:6]2[C:12](=[O:13])[NH:11][C:10]3[CH:14]=[CH:15][CH:16]=[CH:17][C:9]=3[O:8][C@@H:7]2[C:18]2[CH:23]=[CH:22][CH:21]=[CH:20][CH:19]=2)=[O:4])=[O:39])[CH2:36][CH2:35][CH2:34][CH2:33][CH2:32]1. The yield is 0.840. (9) The catalyst is CN(C=O)C. The yield is 0.500. The reactants are CN(C(ON1N=NC2C=CC=NC1=2)=[N+](C)C)C.F[P-](F)(F)(F)(F)F.[F:25][C:26]1[CH:31]=[CH:30][C:29]([NH:32][C:33]2[C:34]3[C:41]([CH3:42])=[C:40]([C:43](OC)=[O:44])[S:39][C:35]=3[N:36]=[CH:37][N:38]=2)=[C:28]([O:47][CH:48]2[CH2:53][CH2:52][O:51][CH2:50][CH2:49]2)[CH:27]=1.CCN(C(C)C)C(C)C.[CH3:63][O:64][CH2:65][CH2:66][NH2:67]. The product is [F:25][C:26]1[CH:31]=[CH:30][C:29]([NH:32][C:33]2[C:34]3[C:41]([CH3:42])=[C:40]([C:43]([NH:67][CH2:66][CH2:65][O:64][CH3:63])=[O:44])[S:39][C:35]=3[N:36]=[CH:37][N:38]=2)=[C:28]([O:47][CH:48]2[CH2:49][CH2:50][O:51][CH2:52][CH2:53]2)[CH:27]=1.